This data is from Full USPTO retrosynthesis dataset with 1.9M reactions from patents (1976-2016). The task is: Predict the reactants needed to synthesize the given product. (1) The reactants are: CN(C)[C:3]([S:5][C:6]1[CH:7]=[C:8]2[C:12](=[CH:13][CH:14]=1)[C@H:11]([CH2:15][C:16]([O:18][CH2:19][CH3:20])=[O:17])[CH2:10][CH2:9]2)=O.[O-:22][CH2:23][CH3:24].[Na+].BrCCC[C:30]1[CH:35]=[CH:34][C:33]([C:36]2[S:37][C:38]3[CH2:44][CH2:43][CH2:42][O:41][C:39]=3[N:40]=2)=[CH:32][C:31]=1[CH2:45][CH2:46][CH3:47].Cl. Given the product [S:37]1[C:38]2[CH2:44][CH2:43][CH2:42][O:41][C:39]=2[N:40]=[C:36]1[C:33]1[CH:34]=[CH:35][C:30]([O:22][CH2:23][CH2:24][CH2:3][S:5][C:6]2[CH:7]=[C:8]3[C:12](=[CH:13][CH:14]=2)[C@H:11]([CH2:15][C:16]([O:18][CH2:19][CH3:20])=[O:17])[CH2:10][CH2:9]3)=[C:31]([CH2:45][CH2:46][CH3:47])[CH:32]=1, predict the reactants needed to synthesize it. (2) Given the product [CH3:43][O:44][CH2:45][C:46]([O:1][CH:2]([C:22]1[CH:23]=[C:24]2[C:28](=[CH:29][CH:30]=1)[N:27]([CH3:31])[CH:26]=[C:25]2[CH2:32][CH2:33][CH2:34][O:35][CH3:36])[CH:3]([CH:19]([CH3:21])[CH3:20])[CH2:4][CH:5]1[CH2:9][O:8][C:7]([CH3:11])([CH3:10])[N:6]1[C:12]([O:14][C:15]([CH3:16])([CH3:17])[CH3:18])=[O:13])=[O:47], predict the reactants needed to synthesize it. The reactants are: [OH:1][CH:2]([C:22]1[CH:23]=[C:24]2[C:28](=[CH:29][CH:30]=1)[N:27]([CH3:31])[CH:26]=[C:25]2[CH2:32][CH2:33][CH2:34][O:35][CH3:36])[CH:3]([CH:19]([CH3:21])[CH3:20])[CH2:4][CH:5]1[CH2:9][O:8][C:7]([CH3:11])([CH3:10])[N:6]1[C:12]([O:14][C:15]([CH3:18])([CH3:17])[CH3:16])=[O:13].N1C=CC=CC=1.[CH3:43][O:44][CH2:45][C:46](Cl)=[O:47].Cl. (3) Given the product [CH3:27][C:28]1[CH:33]=[CH:32][CH:31]=[CH:30][C:29]=1[C:4]([C:6]1[CH:7]=[N:8][C:9]2[C:14]([C:15]=1[C:16]1[CH:21]=[CH:20][CH:19]=[CH:18][CH:17]=1)=[CH:13][CH:12]=[CH:11][C:10]=2[C:22]([F:25])([F:23])[F:24])=[O:5], predict the reactants needed to synthesize it. The reactants are: CON(C)[C:4]([C:6]1[CH:7]=[N:8][C:9]2[C:14]([C:15]=1[C:16]1[CH:21]=[CH:20][CH:19]=[CH:18][CH:17]=1)=[CH:13][CH:12]=[CH:11][C:10]=2[C:22]([F:25])([F:24])[F:23])=[O:5].[CH3:27][C:28]1[CH:33]=[CH:32][CH:31]=[CH:30][C:29]=1[Mg]Br. (4) Given the product [C:1]([C:3]1[C:4]([CH3:28])=[C:5]([CH:10]([OH:27])[CH2:11][N:12]2[CH2:17][CH2:16][N:15]([C:18]([O:20][CH2:47][C:48]3[CH:53]=[CH:52][CH:51]=[CH:50][CH:49]=3)=[O:19])[CH2:14][C@H:13]2[CH2:25][OH:26])[CH:6]=[CH:7][C:8]=1[F:9])#[N:2], predict the reactants needed to synthesize it. The reactants are: [C:1]([C:3]1[C:4]([CH3:28])=[C:5]([CH:10]([OH:27])[CH2:11][N:12]2[CH2:17][CH2:16][N:15]([C:18]([O:20]C(C)(C)C)=[O:19])[CH2:14][C@H:13]2[CH2:25][OH:26])[CH:6]=[CH:7][C:8]=1[F:9])#[N:2].FC(F)(F)C(O)=O.C(N(CC)CC)C.ClC(O[CH2:47][C:48]1[CH:53]=[CH:52][CH:51]=[CH:50][CH:49]=1)=O. (5) Given the product [C:48]([CH2:50][CH2:51][NH:52][C:36]([NH:18][C:17]1[CH:19]=[CH:20][C:14]([C:12]2[N:13]=[C:8]([N:7]3[CH2:6][CH2:5][O:4][CH2:3][C@@H:2]3[CH3:1])[C:9]3[CH2:24][CH2:23][N:22]([C:25]4[N:26]=[CH:27][CH:28]=[CH:29][N:30]=4)[CH2:21][C:10]=3[N:11]=2)=[CH:15][CH:16]=1)=[O:31])#[N:49], predict the reactants needed to synthesize it. The reactants are: [CH3:1][C@@H:2]1[N:7]([C:8]2[C:9]3[CH2:24][CH2:23][N:22]([C:25]4[N:30]=[CH:29][CH:28]=[CH:27][N:26]=4)[CH2:21][C:10]=3[N:11]=[C:12]([C:14]3[CH:20]=[CH:19][C:17]([NH2:18])=[CH:16][CH:15]=3)[N:13]=2)[CH2:6][CH2:5][O:4][CH2:3]1.[O:31]1[CH2:36]COCC1.C(N(CC)CC)C.C(Cl)(Cl)=O.[C:48]([CH2:50][CH2:51][NH2:52])#[N:49]. (6) Given the product [C:29]([O:28][C:27](=[O:33])[NH:26][CH2:25][CH2:24][N:18]1[CH2:19][CH:20]2[O:22][CH:16]([CH2:15][N:14]([CH2:13][CH2:12][O:11][C:10]3[CH:9]=[CH:8][C:5]([C:6]#[N:7])=[CH:4][C:3]=3[F:2])[CH2:21]2)[CH2:17]1)([CH3:32])([CH3:31])[CH3:30], predict the reactants needed to synthesize it. The reactants are: Cl.[F:2][C:3]1[CH:4]=[C:5]([CH:8]=[CH:9][C:10]=1[O:11][CH2:12][CH2:13][N:14]1[CH2:21][CH:20]2[O:22][CH:16]([CH2:17][NH:18][CH2:19]2)[CH2:15]1)[C:6]#[N:7].Br[CH2:24][CH2:25][NH:26][C:27](=[O:33])[O:28][C:29]([CH3:32])([CH3:31])[CH3:30].C(=O)([O-])[O-].[K+].[K+]. (7) Given the product [CH3:1][NH:2][C:3]1[C:12]2[C:7](=[CH:8][C:9]([C:27]([O:29][CH2:30][CH3:31])=[O:28])=[CH:10][CH:11]=2)[CH:6]=[CH:5][N:4]=1, predict the reactants needed to synthesize it. The reactants are: [CH3:1][NH:2][C:3]1[C:12]2[C:7](=[CH:8][CH:9]=[C:10](C(O)=O)[CH:11]=2)[CH:6]=[CH:5][N:4]=1.ClC1C2C(=CC([C:27]([O:29][CH2:30][CH3:31])=[O:28])=CC=2)C=CN=1. (8) The reactants are: [Cl:1][C:2]1[CH:7]=[CH:6][C:5](/[CH:8]=[CH:9]/[C:10]([N:12]2[CH2:17][CH2:16][C:15]([CH2:19][N:20]3[CH:24]=[C:23]([C:25](O)=[O:26])[CH:22]=[N:21]3)([OH:18])[CH2:14][CH2:13]2)=[O:11])=[C:4]([CH2:28][N:29]2[N:33]=[N:32][C:31]([CH3:34])=[N:30]2)[CH:3]=1.[NH:35]1[CH2:40][CH2:39][O:38][CH2:37][CH2:36]1.CCN(C(C)C)C(C)C.C(P1(=O)OP(CCC)(=O)OP(CCC)(=O)O1)CC. Given the product [Cl:1][C:2]1[CH:7]=[CH:6][C:5](/[CH:8]=[CH:9]/[C:10]([N:12]2[CH2:13][CH2:14][C:15]([OH:18])([CH2:19][N:20]3[CH:24]=[C:23]([C:25]([N:35]4[CH2:40][CH2:39][O:38][CH2:37][CH2:36]4)=[O:26])[CH:22]=[N:21]3)[CH2:16][CH2:17]2)=[O:11])=[C:4]([CH2:28][N:29]2[N:33]=[N:32][C:31]([CH3:34])=[N:30]2)[CH:3]=1, predict the reactants needed to synthesize it. (9) Given the product [CH2:14]([NH:21][C:22]([C:24]1[S:28][C:27]([NH:29][C:7](=[O:8])[C:6]2[CH:10]=[CH:11][C:3]([C:2]([F:13])([F:12])[F:1])=[CH:4][CH:5]=2)=[N:26][C:25]=1[CH3:30])=[O:23])[C:15]1[CH:20]=[CH:19][CH:18]=[CH:17][CH:16]=1, predict the reactants needed to synthesize it. The reactants are: [F:1][C:2]([F:13])([F:12])[C:3]1[CH:11]=[CH:10][C:6]([C:7](Cl)=[O:8])=[CH:5][CH:4]=1.[CH2:14]([NH:21][C:22]([C:24]1[S:28][C:27]([NH2:29])=[N:26][C:25]=1[CH3:30])=[O:23])[C:15]1[CH:20]=[CH:19][CH:18]=[CH:17][CH:16]=1.